From a dataset of Full USPTO retrosynthesis dataset with 1.9M reactions from patents (1976-2016). Predict the reactants needed to synthesize the given product. (1) The reactants are: [OH:1][C:2]12[C:13]3[C:8](=[C:9]([N+:14]([O-])=O)[CH:10]=[CH:11][CH:12]=3)[C:7](=[O:17])[C:6]1([NH:18][C:19]([C:21]1[CH:22]=[C:23]3[C:28](=[CH:29][CH:30]=1)[N:27]=[CH:26][CH:25]=[N:24]3)=[O:20])[C:5]1[CH:31]=[CH:32][C:33]([CH:35]([CH3:37])[CH3:36])=[CH:34][C:4]=1[O:3]2. Given the product [NH2:14][C:9]1[CH:10]=[CH:11][CH:12]=[C:13]2[C:8]=1[C:7](=[O:17])[C:6]1([NH:18][C:19]([C:21]3[CH:22]=[C:23]4[C:28](=[CH:29][CH:30]=3)[N:27]=[CH:26][CH:25]=[N:24]4)=[O:20])[C:5]3[CH:31]=[CH:32][C:33]([CH:35]([CH3:36])[CH3:37])=[CH:34][C:4]=3[O:3][C:2]12[OH:1], predict the reactants needed to synthesize it. (2) The reactants are: [CH2:1]([O:3][C:4]([C:6]1[O:10][C:9]([C:11]2[CH2:16][CH2:15][CH2:14][CH2:13][CH:12]=2)=[N:8][C:7]=1[CH2:17][N:18]1[CH2:23][CH2:22][O:21][CH2:20][CH2:19]1)=[O:5])[CH3:2]. Given the product [CH2:1]([O:3][C:4]([C:6]1[O:10][C:9]([CH:11]2[CH2:16][CH2:15][CH2:14][CH2:13][CH2:12]2)=[N:8][C:7]=1[CH2:17][N:18]1[CH2:19][CH2:20][O:21][CH2:22][CH2:23]1)=[O:5])[CH3:2], predict the reactants needed to synthesize it. (3) Given the product [N:1]12[CH2:8][CH2:7][CH:4]([CH2:5][CH2:6]1)[C@@H:3]([NH:9][C:10]([C:12]1[S:13][C:14]([O:21][C:18]3[CH:6]=[CH:5][CH:4]=[CH:3][CH:2]=3)=[CH:15][CH:16]=1)=[O:11])[CH2:2]2, predict the reactants needed to synthesize it. The reactants are: [N:1]12[CH2:8][CH2:7][CH:4]([CH2:5][CH2:6]1)[C@@H:3]([NH:9][C:10]([C:12]1[S:13][C:14](Br)=[CH:15][CH:16]=1)=[O:11])[CH2:2]2.[C:18](=[O:21])([O-])[O-].[K+].[K+].O. (4) The reactants are: [Cl-].[OH:2][NH3+:3].C(=O)([O-])O.[Na+].[CH3:9][O:10][C:11]1[CH:19]=[C:18]2[C:14]([C:15]([CH2:26][C:27]3[N:32]=[C:31]([C:33](OC)=[O:34])[CH:30]=[CH:29][CH:28]=3)=[C:16]([C:20]3[CH:25]=[CH:24][CH:23]=[CH:22][CH:21]=3)[NH:17]2)=[CH:13][CH:12]=1. Given the product [OH:2][NH:3][C:33]([C:31]1[CH:30]=[CH:29][CH:28]=[C:27]([CH2:26][C:15]2[C:14]3[C:18](=[CH:19][C:11]([O:10][CH3:9])=[CH:12][CH:13]=3)[NH:17][C:16]=2[C:20]2[CH:21]=[CH:22][CH:23]=[CH:24][CH:25]=2)[N:32]=1)=[O:34], predict the reactants needed to synthesize it. (5) Given the product [N:1]([C@@H:10]1[CH2:14][N:13]([C:15]([O:17][CH2:18][C:19]2[CH:24]=[CH:23][C:22]([N+:25]([O-:27])=[O:26])=[CH:21][CH:20]=2)=[O:16])[C@H:12]([C:28]([C:30]2[N:31]=[CH:32][N:33]3[CH:37]=[CH:36][S:35][C:34]=23)=[O:29])[CH2:11]1)=[N+:2]=[N-:3], predict the reactants needed to synthesize it. The reactants are: [N-:1]=[N+:2]=[N-:3].[Na+].CS(O[C@H:10]1[CH2:14][N:13]([C:15]([O:17][CH2:18][C:19]2[CH:24]=[CH:23][C:22]([N+:25]([O-:27])=[O:26])=[CH:21][CH:20]=2)=[O:16])[C@H:12]([C:28]([C:30]2[N:31]=[CH:32][N:33]3[CH:37]=[CH:36][S:35][C:34]=23)=[O:29])[CH2:11]1)(=O)=O.O. (6) Given the product [ClH:31].[C:1]1([C:7]2[CH:12]=[C:11]([NH:13][C:21]3[CH:26]=[CH:25][C:24]([F:27])=[CH:23][CH:22]=3)[N:10]3[N:28]=[CH:29][CH:30]=[C:9]3[N:8]=2)[CH:2]=[CH:3][CH:4]=[CH:5][CH:6]=1, predict the reactants needed to synthesize it. The reactants are: [C:1]1([C:7]2[CH:12]=[C:11]([N:13]([C:21]3[CH:26]=[CH:25][C:24]([F:27])=[CH:23][CH:22]=3)C(OC(C)(C)C)=O)[N:10]3[N:28]=[CH:29][CH:30]=[C:9]3[N:8]=2)[CH:6]=[CH:5][CH:4]=[CH:3][CH:2]=1.[ClH:31]. (7) Given the product [CH2:10]([O:9][C:7]([C:5]1[N:6]=[CH:2][S:3][C:4]=1[I:12])=[O:8])[CH3:11], predict the reactants needed to synthesize it. The reactants are: N[C:2]1[S:3][C:4]([I:12])=[C:5]([C:7]([O:9][CH2:10][CH3:11])=[O:8])[N:6]=1.C(ON=O)(C)(C)C.